This data is from Peptide-MHC class II binding affinity with 134,281 pairs from IEDB. The task is: Regression. Given a peptide amino acid sequence and an MHC pseudo amino acid sequence, predict their binding affinity value. This is MHC class II binding data. (1) The peptide sequence is GELQIVDKIDFAFKI. The MHC is DRB4_0101 with pseudo-sequence DRB4_0103. The binding affinity (normalized) is 0.766. (2) The peptide sequence is AEEVKVIPAGELQVI. The MHC is DRB1_1602 with pseudo-sequence DRB1_1602. The binding affinity (normalized) is 0.569. (3) The peptide sequence is DCSEYPKPDCTAEDR. The MHC is DRB1_0901 with pseudo-sequence DRB1_0901. The binding affinity (normalized) is 0. (4) The peptide sequence is PISVTAPPPQLPRPP. The MHC is HLA-DQA10401-DQB10402 with pseudo-sequence HLA-DQA10401-DQB10402. The binding affinity (normalized) is 0.165. (5) The peptide sequence is LGQTIRNSRWSSPDN. The MHC is DRB1_0901 with pseudo-sequence DRB1_0901. The binding affinity (normalized) is 0.296. (6) The peptide sequence is ISDFRAAIANYHYDA. The MHC is HLA-DQA10501-DQB10301 with pseudo-sequence HLA-DQA10501-DQB10301. The binding affinity (normalized) is 0.694. (7) The peptide sequence is SQDLELSVNLNGLQAY. The MHC is HLA-DQA10301-DQB10302 with pseudo-sequence HLA-DQA10301-DQB10302. The binding affinity (normalized) is 0.452.